This data is from Reaction yield outcomes from USPTO patents with 853,638 reactions. The task is: Predict the reaction yield, written as a fraction of the theoretical maximum amount of product (1.0 means a 100% yield; for example, 0.34 means a 34% yield). The reactants are [OH:1][C:2]1[N:3]=[CH:4][C:5]([C:8]([OH:10])=[O:9])=[N:6][CH:7]=1.Cl.O1CCOC[CH2:13]1. The catalyst is CO. The product is [OH:1][C:2]1[N:3]=[CH:4][C:5]([C:8]([O:10][CH3:13])=[O:9])=[N:6][CH:7]=1. The yield is 0.610.